From a dataset of Forward reaction prediction with 1.9M reactions from USPTO patents (1976-2016). Predict the product of the given reaction. (1) Given the reactants [CH2:1]([O:3][C:4]1[CH:12]=[CH:11][C:7]([C:8]([OH:10])=O)=[CH:6][N:5]=1)[CH3:2].C1N=CN(C(N2C=NC=C2)=O)C=1.Cl.[NH2:26][CH2:27][C:28]1[CH:29]=[C:30]2[C:34](=[CH:35][CH:36]=1)[C:33](=[O:37])[N:32]([C:38]1([CH3:46])[CH2:43][CH2:42][C:41](=[O:44])[NH:40][C:39]1=[O:45])[C:31]2=[O:47].O, predict the reaction product. The product is: [CH2:1]([O:3][C:4]1[CH:12]=[CH:11][C:7]([C:8]([NH:26][CH2:27][C:28]2[CH:29]=[C:30]3[C:34](=[CH:35][CH:36]=2)[C:33](=[O:37])[N:32]([C:38]2([CH3:46])[CH2:43][CH2:42][C:41](=[O:44])[NH:40][C:39]2=[O:45])[C:31]3=[O:47])=[O:10])=[CH:6][N:5]=1)[CH3:2]. (2) Given the reactants [CH:1]1([CH2:4][O:5][C:6]2[N:11]=[C:10]([C:12]([OH:14])=O)[CH:9]=[CH:8][C:7]=2[C:15]([F:18])([F:17])[F:16])[CH2:3][CH2:2]1.[CH3:19][C:20]([CH3:27])([C:22]1[S:23][CH:24]=[CH:25][N:26]=1)[NH2:21], predict the reaction product. The product is: [CH3:19][C:20]([NH:21][C:12]([C:10]1[CH:9]=[CH:8][C:7]([C:15]([F:18])([F:17])[F:16])=[C:6]([O:5][CH2:4][CH:1]2[CH2:2][CH2:3]2)[N:11]=1)=[O:14])([C:22]1[S:23][CH:24]=[CH:25][N:26]=1)[CH3:27]. (3) Given the reactants C([NH:4][C:5]1[CH:10]=[CH:9][C:8]([N:11]2[C:16]([NH2:17])=[C:15]3[CH:18]=[CH:19][O:20][C:14]3=[N:13][CH2:12]2)=[CH:7][CH:6]=1)(=O)C, predict the reaction product. The product is: [NH2:17][C:16]1[N:11]([C:8]2[CH:7]=[CH:6][C:5]([NH2:4])=[CH:10][CH:9]=2)[CH2:12][N:13]=[C:14]2[O:20][CH:19]=[CH:18][C:15]=12. (4) Given the reactants [C:1]([NH2:9])(=[O:8])[C:2]1[CH:7]=[CH:6][CH:5]=[CH:4][CH:3]=1.C[Si](Cl)(C)C.[F:15][C:16]1[CH:23]=[CH:22][C:19]([CH:20]=O)=[CH:18][CH:17]=1.[C:24]1([CH3:33])[CH:29]=[CH:28][C:27]([S:30]([OH:32])=[O:31])=[CH:26][CH:25]=1, predict the reaction product. The product is: [F:15][C:16]1[CH:23]=[CH:22][C:19]([CH:20]([S:30]([C:27]2[CH:28]=[CH:29][C:24]([CH3:33])=[CH:25][CH:26]=2)(=[O:32])=[O:31])[NH:9][C:1](=[O:8])[C:2]2[CH:7]=[CH:6][CH:5]=[CH:4][CH:3]=2)=[CH:18][CH:17]=1. (5) Given the reactants C1C=CC(C2C=CC=CC=2)=CC=1.C1C=CC(OC2C=CC=CC=2)=CC=1.[CH3:26][O:27][C:28]1[C:33]([O:34][CH3:35])=[CH:32][CH:31]=[CH:30][C:29]=1[NH:36][CH:37]=[C:38]([C:44]([O:46]CC)=O)[C:39]([O:41][CH2:42][CH3:43])=[O:40], predict the reaction product. The product is: [CH3:35][O:34][C:33]1[C:28]([O:27][CH3:26])=[C:29]2[C:30]([C:44](=[O:46])[C:38]([C:39]([O:41][CH2:42][CH3:43])=[O:40])=[CH:37][NH:36]2)=[CH:31][CH:32]=1. (6) Given the reactants [NH:1]1[CH:5]=[C:4]([NH2:6])[CH:3]=[N:2]1.C(OC([NH:14][C:15]1[S:19][C:18]([C:20]2[C:25]([F:26])=[CH:24][CH:23]=[CH:22][C:21]=2[F:27])=[N:17][C:16]=1[C:28](O)=[O:29])=O)(C)(C)C.CN(C(ON1N=NC2C=CC=NC1=2)=[N+](C)C)C.F[P-](F)(F)(F)(F)F, predict the reaction product. The product is: [NH2:14][C:15]1[S:19][C:18]([C:20]2[C:25]([F:26])=[CH:24][CH:23]=[CH:22][C:21]=2[F:27])=[N:17][C:16]=1[C:28]([NH:6][C:4]1[CH:5]=[N:1][NH:2][CH:3]=1)=[O:29]. (7) Given the reactants [CH3:1][C:2]1[N:6]2[CH:7]=[CH:8][C:9]3[CH2:10][CH2:11][CH2:12][CH2:13][C:14]=3[C:5]2=[N:4][C:3]=1[C:15](OCC)=[O:16].[H-].[H-].[H-].[H-].[Li+].[Al+3].O.O.O.O.O.O.O.O.O.O.S([O-])([O-])(=O)=O.[Na+].[Na+], predict the reaction product. The product is: [CH3:1][C:2]1[N:6]2[CH:7]=[CH:8][C:9]3[CH2:10][CH2:11][CH2:12][CH2:13][C:14]=3[C:5]2=[N:4][C:3]=1[CH2:15][OH:16]. (8) The product is: [CH:4]1([NH:1][C:2](=[S:3])[NH:10][C:11]2[CH:12]=[C:13]([CH:25]=[CH:26][CH:27]=2)[O:14][CH2:15][CH2:16][NH:17][C:18](=[O:24])[O:19][C:20]([CH3:23])([CH3:22])[CH3:21])[CH2:9][CH2:8][CH2:7][CH2:6][CH2:5]1. Given the reactants [N:1]([CH:4]1[CH2:9][CH2:8][CH2:7][CH2:6][CH2:5]1)=[C:2]=[S:3].[NH2:10][C:11]1[CH:12]=[C:13]([CH:25]=[CH:26][CH:27]=1)[O:14][CH2:15][CH2:16][NH:17][C:18](=[O:24])[O:19][C:20]([CH3:23])([CH3:22])[CH3:21].CCN(CC)CC, predict the reaction product. (9) Given the reactants Br[C:2]1[CH:3]=[C:4]([NH:8][C:9]2[C:18]3[C:13](=[CH:14][C:15]([F:20])=[CH:16][C:17]=3[F:19])[N:12]=[C:11]([C:21]3[CH:26]=[CH:25][CH:24]=[CH:23][N:22]=3)[C:10]=2[CH3:27])[CH:5]=[N:6][CH:7]=1.CC1(C)C(C)(C)OB([C:36]2[CH2:37][CH2:38][O:39][CH2:40][CH:41]=2)O1.C1(P(C2CCCCC2)C2(OC)CC=CC(OC)=C2C2C=CC=CC=2)CCCCC1.[O-]P([O-])([O-])=O.[K+].[K+].[K+], predict the reaction product. The product is: [O:39]1[CH2:38][CH:37]=[C:36]([C:2]2[CH:3]=[C:4]([NH:8][C:9]3[C:18]4[C:13](=[CH:14][C:15]([F:20])=[CH:16][C:17]=4[F:19])[N:12]=[C:11]([C:21]4[CH:26]=[CH:25][CH:24]=[CH:23][N:22]=4)[C:10]=3[CH3:27])[CH:5]=[N:6][CH:7]=2)[CH2:41][CH2:40]1. (10) Given the reactants Br[C:2]1[CH:15]=[CH:14][C:13]2[C:4](=[N:5][C:6]3[C:11]([N:12]=2)=[CH:10][C:9](Br)=[CH:8][CH:7]=3)[CH:3]=1.C([Sn](CCCC)(CCCC)[C:22]([O:24][CH2:25][CH3:26])=[CH2:23])CCC, predict the reaction product. The product is: [CH2:25]([O:24][C:22]([C:2]1[CH:15]=[CH:14][C:13]2[C:4](=[N:5][C:6]3[C:11]([N:12]=2)=[CH:10][C:9]([C:22]([O:24][CH2:25][CH3:26])=[CH2:23])=[CH:8][CH:7]=3)[CH:3]=1)=[CH2:23])[CH3:26].